From a dataset of Forward reaction prediction with 1.9M reactions from USPTO patents (1976-2016). Predict the product of the given reaction. (1) Given the reactants [CH3:1][O:2][C:3]1[CH:8]=[CH:7][C:6](B(O)O)=[CH:5][CH:4]=1.Br[C:13]1[CH:18]=[CH:17][C:16]([C:19]2[O:20][C:21]([CH3:32])=[C:22]([CH2:24][CH2:25][N:26]3[CH2:30][CH2:29][CH2:28][C@H:27]3[CH3:31])[N:23]=2)=[CH:15][CH:14]=1, predict the reaction product. The product is: [CH3:1][O:2][C:3]1[CH:8]=[CH:7][C:6]([C:13]2[CH:18]=[CH:17][C:16]([C:19]3[O:20][C:21]([CH3:32])=[C:22]([CH2:24][CH2:25][N:26]4[CH2:30][CH2:29][CH2:28][C@H:27]4[CH3:31])[N:23]=3)=[CH:15][CH:14]=2)=[CH:5][CH:4]=1. (2) The product is: [NH2:1][C:2]1[C:7]2=[C:8]([C:26]3[CH:31]=[CH:30][C:29]([NH:32][C:33]([NH:34][C:35]4[CH:40]=[C:39]([C:41]([F:43])([F:44])[F:42])[CH:38]=[CH:37][C:36]=4[F:45])=[O:46])=[C:28]([F:47])[CH:27]=3)[CH:9]=[C:10]([C:11]([CH:13]3[O:18][CH2:17][CH2:16][NH:15][CH2:14]3)=[O:12])[N:6]2[N:5]=[CH:4][N:3]=1. Given the reactants [NH2:1][C:2]1[C:7]2=[C:8]([C:26]3[CH:31]=[CH:30][C:29]([NH:32][C:33](=[O:46])[NH:34][C:35]4[CH:40]=[C:39]([C:41]([F:44])([F:43])[F:42])[CH:38]=[CH:37][C:36]=4[F:45])=[C:28]([F:47])[CH:27]=3)[CH:9]=[C:10]([C:11]([CH:13]3[O:18][CH2:17][CH2:16][N:15](C(OC(C)(C)C)=O)[CH2:14]3)=[O:12])[N:6]2[N:5]=[CH:4][N:3]=1.Cl, predict the reaction product. (3) The product is: [C:1]12([NH:6][C:7]([C:9]3[CH:10]=[C:11]([C:15]4[C:16]([CH2:35][C:36]([N:41]([CH3:42])[CH3:40])=[O:37])=[CH:17][C:18]5[O:22][C:21]([C:23]6[CH:24]=[CH:25][C:26]([F:29])=[CH:27][CH:28]=6)=[C:20]([C:30]([NH:31][CH3:32])=[O:33])[C:19]=5[CH:34]=4)[CH:12]=[CH:13][CH:14]=3)=[O:8])[CH2:2][CH:3]([CH2:5]1)[CH2:4]2. Given the reactants [C:1]12([NH:6][C:7]([C:9]3[CH:10]=[C:11]([C:15]4[C:16]([CH2:35][C:36](O)=[O:37])=[CH:17][C:18]5[O:22][C:21]([C:23]6[CH:28]=[CH:27][C:26]([F:29])=[CH:25][CH:24]=6)=[C:20]([C:30](=[O:33])[NH:31][CH3:32])[C:19]=5[CH:34]=4)[CH:12]=[CH:13][CH:14]=3)=[O:8])[CH2:5][CH:3]([CH2:4]1)[CH2:2]2.Cl.[CH3:40][NH:41][CH3:42].CCN(C(C)C)C(C)C.CN(C(ON1N=NC2C=CC=NC1=2)=[N+](C)C)C.F[P-](F)(F)(F)(F)F, predict the reaction product. (4) Given the reactants [F:1][C:2]([F:15])([F:14])[C:3]1[CH:12]=[C:11]2[C:6]([C:7]([SH:13])=[CH:8][CH:9]=[N:10]2)=[CH:5][CH:4]=1.[H-].[Na+].BrC[C:20]1[CH:25]=[CH:24][C:23]([CH2:26][Br:27])=[CH:22][CH:21]=1.O.[CH3:29]N(C=O)C, predict the reaction product. The product is: [Br:27][CH2:26][C:23]1[CH:22]=[CH:21][CH:20]=[CH:25][C:24]=1[CH2:29][S:13][C:7]1[C:6]2[C:11](=[CH:12][C:3]([C:2]([F:1])([F:14])[F:15])=[CH:4][CH:5]=2)[N:10]=[CH:9][CH:8]=1. (5) Given the reactants C(C1C=CC(C(OC(C)(C)C)=O)=CC=1)(=O)C.[C:17]([C:21]1[CH:33]=[CH:32][C:24]([C:25]([O:27][C:28]([CH3:31])([CH3:30])[CH3:29])=[O:26])=[CH:23][CH:22]=1)(=[O:20])[CH2:18][CH3:19], predict the reaction product. The product is: [OH:20][C@H:17]([C:21]1[CH:33]=[CH:32][C:24]([C:25]([O:27][C:28]([CH3:30])([CH3:29])[CH3:31])=[O:26])=[CH:23][CH:22]=1)[CH2:18][CH3:19]. (6) Given the reactants [NH2:1][CH:2]1[CH2:7][CH2:6][CH:5]([CH2:8][NH:9][C:10]2[C:15]([N+:16]([O-:18])=[O:17])=[CH:14][N:13]=[C:12]([NH:19][CH2:20][C:21]3[CH:26]=[CH:25][CH:24]=[CH:23][C:22]=3[O:27][C:28]([F:31])([F:30])[F:29])[N:11]=2)[CH2:4][CH2:3]1.C(N(CC)C(C)C)(C)C.[CH3:41][O:42][C:43](=[O:48])[CH2:44][CH2:45][CH2:46]I, predict the reaction product. The product is: [CH3:41][O:42][C:43](=[O:48])[CH2:44][CH2:45][CH2:46][NH:1][CH:2]1[CH2:3][CH2:4][CH:5]([CH2:8][NH:9][C:10]2[C:15]([N+:16]([O-:18])=[O:17])=[CH:14][N:13]=[C:12]([NH:19][CH2:20][C:21]3[CH:26]=[CH:25][CH:24]=[CH:23][C:22]=3[O:27][C:28]([F:30])([F:31])[F:29])[N:11]=2)[CH2:6][CH2:7]1. (7) Given the reactants [H-].[Na+].[C:3]([O:7][CH3:8])(=O)[CH2:4][OH:5].[C:9]([O:13][CH3:14])(=[O:12])[CH:10]=C.Cl, predict the reaction product. The product is: [CH3:14][O:13][C:9]([CH:10]1[C:4](=[O:5])[CH2:3][O:7][CH2:8]1)=[O:12]. (8) Given the reactants [CH3:1][N:2]1[C:6]2=[N:7][CH:8]=[C:9](B3OC(C)(C)C(C)(C)O3)[CH:10]=[C:5]2[CH:4]=[CH:3]1.Br[C:21]1[CH:30]=[CH:29][C:28]2[N:27]=[CH:26][C:25]3[N:31]([CH3:43])[C:32](=[O:42])[N:33]([C:34]4[C:35]([O:40][CH3:41])=[N:36][CH:37]=[CH:38][CH:39]=4)[C:24]=3[C:23]=2[CH:22]=1, predict the reaction product. The product is: [CH3:41][O:40][C:35]1[C:34]([N:33]2[C:24]3[C:23]4[CH:22]=[C:21]([C:9]5[CH:10]=[C:5]6[CH:4]=[CH:3][N:2]([CH3:1])[C:6]6=[N:7][CH:8]=5)[CH:30]=[CH:29][C:28]=4[N:27]=[CH:26][C:25]=3[N:31]([CH3:43])[C:32]2=[O:42])=[CH:39][CH:38]=[CH:37][N:36]=1.